Dataset: Catalyst prediction with 721,799 reactions and 888 catalyst types from USPTO. Task: Predict which catalyst facilitates the given reaction. (1) Reactant: C(=O)([O-])[O-].[Na+].[Na+].[C:7]([C:9]1[CH:14]=[CH:13][C:12](B(O)O)=[CH:11][C:10]=1[F:18])#[N:8].Br[C:20]1[N:24]2[N:25]=[C:26]([N:29]3[CH2:33][CH2:32][CH2:31][CH:30]3[C:34]3[CH:39]=[C:38]([F:40])[CH:37]=[CH:36][C:35]=3[F:41])[CH:27]=[CH:28][C:23]2=[N:22][CH:21]=1. Product: [F:41][C:35]1[CH:36]=[CH:37][C:38]([F:40])=[CH:39][C:34]=1[CH:30]1[CH2:31][CH2:32][CH2:33][N:29]1[C:26]1[CH:27]=[CH:28][C:23]2[N:24]([C:20]([C:12]3[CH:13]=[CH:14][C:9]([C:7]#[N:8])=[C:10]([F:18])[CH:11]=3)=[CH:21][N:22]=2)[N:25]=1. The catalyst class is: 38. (2) Reactant: [CH3:1][O:2][C:3](=[O:21])[CH2:4][C:5]1[CH:20]=[CH:19][C:8]([CH2:9][N:10]2[C:14](=[O:15])[CH2:13][CH2:12][C@@H:11]2[C:16](O)=[O:17])=[CH:7][CH:6]=1.OC[C@H]1CCC(=O)N1CCC1C=CC(C(OC)=O)=CC=1. Product: [OH:17][CH2:16][C@H:11]1[CH2:12][CH2:13][C:14](=[O:15])[N:10]1[CH2:9][C:8]1[CH:19]=[CH:20][C:5]([CH2:4][C:3]([O:2][CH3:1])=[O:21])=[CH:6][CH:7]=1. The catalyst class is: 138. (3) Reactant: [I:1][C:2]1[CH:7]=[CH:6][C:5]([OH:8])=[C:4]([CH3:9])[CH:3]=1.[CH2:10](Br)[C:11]1[CH:16]=[CH:15][CH:14]=[CH:13][CH:12]=1.C([O-])([O-])=O.[K+].[K+]. Product: [CH2:10]([O:8][C:5]1[CH:6]=[CH:7][C:2]([I:1])=[CH:3][C:4]=1[CH3:9])[C:11]1[CH:16]=[CH:15][CH:14]=[CH:13][CH:12]=1. The catalyst class is: 3. (4) Reactant: CN(C)[CH:3]=[CH:4][C:5]([C:7]1[C:8]([CH3:16])=[C:9]([C:14]#[N:15])[S:10][C:11]=1[S:12][CH3:13])=O.[C:18]1([NH:24][C:25]([NH2:27])=[NH:26])[CH:23]=[CH:22][CH:21]=[CH:20][CH:19]=1. The catalyst class is: 382. Product: [CH3:16][C:8]1[C:7]([C:5]2[CH:4]=[CH:3][N:27]=[C:25]([NH:24][C:18]3[CH:23]=[CH:22][CH:21]=[CH:20][CH:19]=3)[N:26]=2)=[C:11]([S:12][CH3:13])[S:10][C:9]=1[C:14]#[N:15]. (5) Reactant: [O:1]=[C:2]1[C:7]2[N:8]3[C:14](=[C:15]([C:16]#[N:17])[C:6]=2[N:5]=[CH:4][NH:3]1)[CH2:13][CH2:12][CH2:11][CH2:10][CH2:9]3.Cl.C(O)(=[O:21])C. Product: [O:1]=[C:2]1[C:7]2[N:8]3[C:14](=[C:15]([C:16]([NH2:17])=[O:21])[C:6]=2[N:5]=[CH:4][NH:3]1)[CH2:13][CH2:12][CH2:11][CH2:10][CH2:9]3. The catalyst class is: 65. (6) Reactant: [CH2:1]([N:3]1[CH:7]=[C:6]([C:8]2[CH:13]=[CH:12][N:11]=[C:10]3[NH:14][C:15]([C:17]4[CH:22]=[CH:21][C:20]([CH2:23][N:24]5[CH2:29][CH2:28][O:27][CH2:26][CH2:25]5)=[CH:19][CH:18]=4)=[CH:16][C:9]=23)[C:5]([C:30]2[CH:35]=[CH:34][C:33]([NH2:36])=[CH:32][CH:31]=2)=[N:4]1)[CH3:2].C(N(C(C)C)CC)(C)C.FC1C([CH:53]([C:57]([O-])=[O:58])[N:54]([CH3:56])[CH3:55])=C(F)C(F)=C(F)C=1F. Product: [CH2:1]([N:3]1[CH:7]=[C:6]([C:8]2[CH:13]=[CH:12][N:11]=[C:10]3[NH:14][C:15]([C:17]4[CH:22]=[CH:21][C:20]([CH2:23][N:24]5[CH2:29][CH2:28][O:27][CH2:26][CH2:25]5)=[CH:19][CH:18]=4)=[CH:16][C:9]=23)[C:5]([C:30]2[CH:35]=[CH:34][C:33]([NH:36][C:57](=[O:58])[CH2:53][N:54]([CH3:56])[CH3:55])=[CH:32][CH:31]=2)=[N:4]1)[CH3:2]. The catalyst class is: 9. (7) Reactant: [C:9](O[C:9]([O:11][C:12]([CH3:15])([CH3:14])[CH3:13])=[O:10])([O:11][C:12]([CH3:15])([CH3:14])[CH3:13])=[O:10].Cl.[CH3:17][S:18]([O:21][C@@H:22]1[C@@H:26]([O:27][S:28]([CH3:31])(=[O:30])=[O:29])[CH2:25][NH:24][CH2:23]1)(=[O:20])=[O:19].C(N(CC)CC)C. Product: [CH3:17][S:18]([O:21][C@@H:22]1[C@@H:26]([O:27][S:28]([CH3:31])(=[O:30])=[O:29])[CH2:25][N:24]([C:9]([O:11][C:12]([CH3:13])([CH3:14])[CH3:15])=[O:10])[CH2:23]1)(=[O:19])=[O:20]. The catalyst class is: 2. (8) Reactant: [Cl:1][C:2]1[CH:3]=[C:4]([C:8]2[N:9]=[C:10]([N:16]3[C:20]4[CH:21]=[C:22]([OH:25])[CH:23]=[CH:24][C:19]=4[N:18]=[CH:17]3)[S:11][C:12]=2[C:13]([NH2:15])=[O:14])[CH:5]=[CH:6][CH:7]=1.C(=O)([O-])[O-].[Cs+].[Cs+].Br[CH2:33][CH2:34][CH2:35][CH2:36][Cl:37]. Product: [Cl:37][CH2:36][CH2:35][CH2:34][CH2:33][O:25][C:22]1[CH:23]=[CH:24][C:19]2[N:18]=[CH:17][N:16]([C:10]3[S:11][C:12]([C:13]([NH2:15])=[O:14])=[C:8]([C:4]4[CH:5]=[CH:6][CH:7]=[C:2]([Cl:1])[CH:3]=4)[N:9]=3)[C:20]=2[CH:21]=1. The catalyst class is: 9. (9) Reactant: O=[C:2]([CH2:9][C:10]1[CH:15]=[CH:14][CH:13]=[CH:12][CH:11]=1)[CH2:3][C:4]([O:6]CC)=O.[NH:16]([C:18]1[CH:23]=[CH:22][CH:21]=[CH:20][N:19]=1)[NH2:17]. Product: [CH2:9]([C:2]1[CH:3]=[C:4]([OH:6])[N:16]([C:18]2[CH:23]=[CH:22][CH:21]=[CH:20][N:19]=2)[N:17]=1)[C:10]1[CH:11]=[CH:12][CH:13]=[CH:14][CH:15]=1. The catalyst class is: 8.